Task: Predict the reactants needed to synthesize the given product.. Dataset: Full USPTO retrosynthesis dataset with 1.9M reactions from patents (1976-2016) (1) Given the product [C:26](=[O:37])([O:27][C:28]1[CH:29]=[CH:30][C:31]([N+:34]([O-:36])=[O:35])=[CH:32][CH:33]=1)[O:1][CH:2]1[CH2:3][CH2:4][N:5]([C:8]2[CH:16]=[CH:15][C:11]([C:12](=[O:13])[NH2:14])=[CH:10][N:9]=2)[CH2:6][CH2:7]1, predict the reactants needed to synthesize it. The reactants are: [OH:1][CH:2]1[CH2:7][CH2:6][N:5]([C:8]2[CH:16]=[CH:15][C:11]([C:12]([NH2:14])=[O:13])=[CH:10][N:9]=2)[CH2:4][CH2:3]1.CCN(C(C)C)C(C)C.[C:26](Cl)(=[O:37])[O:27][C:28]1[CH:33]=[CH:32][C:31]([N+:34]([O-:36])=[O:35])=[CH:30][CH:29]=1. (2) Given the product [N+:6]([C:10]1[CH:15]=[CH:14][CH:13]=[CH:12][CH:11]=1)([O-:9])=[O:7], predict the reactants needed to synthesize it. The reactants are: S(=O)(=O)(O)O.[N+:6]([O-:9])(O)=[O:7].[CH:10]1[CH:15]=[CH:14][CH:13]=[CH:12][CH:11]=1. (3) Given the product [C:43]([C:40]1[CH:41]=[CH:42][C:37]([N:32]([CH:33]2[CH2:34][CH2:35][CH2:36]2)[C:30]([C:27]2[CH:26]=[CH:25][N:24]3[N:23]=[CH:22][C:8]([C:6]4[CH:5]=[CH:4][C:3]([C:30](=[O:31])[NH:32][CH3:33])=[CH:2][N:7]=4)=[C:29]3[CH:28]=2)=[O:31])=[N:38][CH:39]=1)#[N:44], predict the reactants needed to synthesize it. The reactants are: Br[C:2]1[N:7]=[C:6]([C:8](NC)=O)[CH:5]=[CH:4][CH:3]=1.C[Sn](C)C.C[Sn](C)C.BrC1[CH:22]=[N:23][N:24]2[CH:29]=[CH:28][C:27]([C:30]([N:32]([C:37]3[CH:42]=[CH:41][C:40]([C:43]#[N:44])=[CH:39][N:38]=3)[CH:33]3[CH2:36][CH2:35][CH2:34]3)=[O:31])=[CH:26][C:25]=12. (4) Given the product [C:1]1([C:7]2[C:16]([CH2:17][NH2:18])=[C:15]([C:29]3[CH:30]=[CH:31][CH:32]=[CH:33][CH:34]=3)[C:14]3[C:9](=[N:10][CH:11]=[CH:12][CH:13]=3)[N:8]=2)[CH:6]=[CH:5][CH:4]=[CH:3][CH:2]=1, predict the reactants needed to synthesize it. The reactants are: [C:1]1([C:7]2[C:16]([CH2:17][N:18]3C(=O)C4C(=CC=CC=4)C3=O)=[C:15]([C:29]3[CH:34]=[CH:33][CH:32]=[CH:31][CH:30]=3)[C:14]3[C:9](=[N:10][CH:11]=[CH:12][CH:13]=3)[N:8]=2)[CH:6]=[CH:5][CH:4]=[CH:3][CH:2]=1.NN. (5) The reactants are: [CH2:1]([N:8]1[C:16]2[CH:15]=[CH:14][CH:13]=[C:12]([OH:17])[C:11]=2[CH:10]=[C:9]1[CH3:18])[C:2]1[CH:7]=[CH:6][CH:5]=[CH:4][CH:3]=1.[H-].[Na+].[CH2:21]([O:23][C:24](=[O:29])[C:25](Br)([CH3:27])[CH3:26])[CH3:22]. Given the product [CH2:21]([O:23][C:24](=[O:29])[C:25]([O:17][C:12]1[CH:13]=[CH:14][CH:15]=[C:16]2[C:11]=1[CH:10]=[C:9]([CH3:18])[N:8]2[CH2:1][C:2]1[CH:3]=[CH:4][CH:5]=[CH:6][CH:7]=1)([CH3:27])[CH3:26])[CH3:22], predict the reactants needed to synthesize it. (6) Given the product [C:26]([O:30][C:31]([N:33]([CH2:6][C:7]1[C:12]([O:13][C:14]([F:17])([F:16])[F:15])=[CH:11][N:10]=[C:9]([Cl:18])[CH:8]=1)[C:34](=[O:40])[O:35][C:36]([CH3:39])([CH3:38])[CH3:37])=[O:32])([CH3:29])([CH3:28])[CH3:27], predict the reactants needed to synthesize it. The reactants are: CS(O[CH2:6][C:7]1[C:12]([O:13][C:14]([F:17])([F:16])[F:15])=[CH:11][N:10]=[C:9]([Cl:18])[CH:8]=1)(=O)=O.CN(C)C=O.[Na+].[I-].[C:26]([O:30][C:31]([N:33]([K])[C:34](=[O:40])[O:35][C:36]([CH3:39])([CH3:38])[CH3:37])=[O:32])([CH3:29])([CH3:28])[CH3:27]. (7) Given the product [C:21]1([S:20][C:2]2[N:7]=[C:6]([O:8][C:9]3[C:18]4[C:13](=[CH:14][CH:15]=[CH:16][CH:17]=4)[C:12]([NH2:19])=[CH:11][CH:10]=3)[CH:5]=[CH:4][N:3]=2)[CH:26]=[CH:25][CH:24]=[CH:23][CH:22]=1, predict the reactants needed to synthesize it. The reactants are: Cl[C:2]1[N:7]=[C:6]([O:8][C:9]2[C:18]3[C:13](=[CH:14][CH:15]=[CH:16][CH:17]=3)[C:12]([NH2:19])=[CH:11][CH:10]=2)[CH:5]=[CH:4][N:3]=1.[S-:20][C:21]1[CH:26]=[CH:25][CH:24]=[CH:23][CH:22]=1.[Na+]. (8) Given the product [CH2:3]([O:4][C:28]1[NH:27][N:26]=[C:25]([C:23]2[NH:22][C:21]3[CH:34]=[CH:35][CH:18]=[CH:19][C:20]=3[N:24]=2)[CH:33]=1)[CH3:2], predict the reactants needed to synthesize it. The reactants are: F[C:2](F)(F)[C:3](O)=[O:4].C1(CNC([C:18]2[CH:35]=[CH:34][C:21]3[NH:22][C:23]([C:25]4[C:33]5[C:28](=CC=CC=5)[NH:27][N:26]=4)=[N:24][C:20]=3[CH:19]=2)=O)CCCCC1.